This data is from Full USPTO retrosynthesis dataset with 1.9M reactions from patents (1976-2016). The task is: Predict the reactants needed to synthesize the given product. (1) Given the product [F:20][C:8]([F:7])([F:19])[C:9]1[CH:10]=[C:11]2[C:15](=[CH:16][CH:17]=1)[NH:14][N:13]=[C:12]2[NH:18][C:1](=[O:5])[CH2:2][CH2:3][CH3:4], predict the reactants needed to synthesize it. The reactants are: [C:1](Cl)(=[O:5])[CH2:2][CH2:3][CH3:4].[F:7][C:8]([F:20])([F:19])[C:9]1[CH:10]=[C:11]2[C:15](=[CH:16][CH:17]=1)[NH:14][N:13]=[C:12]2[NH2:18]. (2) The reactants are: [CH2:1]([CH:3]([CH2:6][CH2:7][CH2:8][CH3:9])[CH2:4][OH:5])[CH3:2].[CH:10]1([C:20]([O:22]C)=O)[CH2:15][CH2:14][CH:13]([C:16]([O:18][CH3:19])=[O:17])[CH2:12][CH2:11]1. Given the product [CH2:1]([CH:3]([CH2:6][CH2:7][CH2:8][CH3:9])[CH2:4][O:5][C:20]([CH:10]1[CH2:11][CH2:12][CH:13]([C:16]([O:18][CH2:19][CH:3]([CH2:1][CH3:2])[CH2:6][CH2:7][CH2:8][CH3:9])=[O:17])[CH2:14][CH2:15]1)=[O:22])[CH3:2], predict the reactants needed to synthesize it.